Dataset: Forward reaction prediction with 1.9M reactions from USPTO patents (1976-2016). Task: Predict the product of the given reaction. (1) The product is: [C:12]([C:16]1[O:20][N:19]=[C:18]([NH:21][C:22]([CH:24]2[CH2:29][CH2:28][CH2:27][N:26]([S:8]([C:5]3[CH:6]=[CH:7][C:2]([Cl:1])=[CH:3][CH:4]=3)(=[O:10])=[O:9])[CH2:25]2)=[O:23])[CH:17]=1)([CH3:15])([CH3:13])[CH3:14]. Given the reactants [Cl:1][C:2]1[CH:7]=[CH:6][C:5]([S:8](Cl)(=[O:10])=[O:9])=[CH:4][CH:3]=1.[C:12]([C:16]1[O:20][N:19]=[C:18]([NH:21][C:22]([CH:24]2[CH2:29][CH2:28][CH2:27][NH:26][CH2:25]2)=[O:23])[CH:17]=1)([CH3:15])([CH3:14])[CH3:13].Cl.C(N(CC)C(C)C)(C)C, predict the reaction product. (2) The product is: [CH:1]1([C:6]2[CH:11]=[CH:10][C:9]([C:12]3[N:16]([CH3:17])[N:15]=[CH:14][CH:13]=3)=[CH:8][CH:7]=2)[CH2:2][CH2:3][CH2:4][CH2:5]1. Given the reactants [C:1]1([C:6]2[CH:11]=[CH:10][C:9]([C:12]3[N:16]([CH3:17])[N:15]=[CH:14][CH:13]=3)=[CH:8][CH:7]=2)[CH2:5][CH2:4][CH2:3][CH:2]=1, predict the reaction product. (3) Given the reactants [NH2:1][C:2]1[CH:3]=[C:4]2[C:8](=[C:9]([F:11])[CH:10]=1)[N:7]([CH2:12][CH2:13][F:14])[C:6](=[O:15])[CH2:5]2.[C:16]([O:20][C:21](=[O:27])[NH:22][CH2:23][C@H:24]1[CH2:26][O:25]1)([CH3:19])([CH3:18])[CH3:17].FC(F)(F)S([O-])(=O)=O.[Li+], predict the reaction product. The product is: [C:16]([O:20][C:21](=[O:27])[NH:22][CH2:23][C@H:24]([OH:25])[CH2:26][NH:1][C:2]1[CH:3]=[C:4]2[C:8](=[C:9]([F:11])[CH:10]=1)[N:7]([CH2:12][CH2:13][F:14])[C:6](=[O:15])[CH2:5]2)([CH3:18])([CH3:17])[CH3:19]. (4) Given the reactants [Cl:1][C:2]1[C:3]([C:24]#[N:25])=[C:4]([C:8]([NH:10][C@@H:11]2[CH2:16][CH2:15][N:14](C(OCC)=O)[CH2:13][C@@H:12]2[O:22][CH3:23])=[O:9])[NH:5][C:6]=1[CH3:7].[OH-].[Na+], predict the reaction product. The product is: [Cl:1][C:2]1[C:3]([C:24]#[N:25])=[C:4]([C:8]([NH:10][C@@H:11]2[CH2:16][CH2:15][NH:14][CH2:13][C@@H:12]2[O:22][CH3:23])=[O:9])[NH:5][C:6]=1[CH3:7]. (5) Given the reactants Cl[C:2]1[C:7]([N+:8]([O-:10])=[O:9])=[CH:6][N:5]=[C:4]2[CH:11]=[CH:12][S:13][C:3]=12.[C:14]([O:18][C:19](=[O:29])[NH:20][CH2:21][C@H:22]1[CH2:27][CH2:26][C@H:25]([NH2:28])[CH2:24][CH2:23]1)([CH3:17])([CH3:16])[CH3:15].C(N(CC)CC)C, predict the reaction product. The product is: [C:14]([O:18][C:19](=[O:29])[NH:20][CH2:21][C@H:22]1[CH2:23][CH2:24][C@H:25]([NH:28][C:2]2[C:7]([N+:8]([O-:10])=[O:9])=[CH:6][N:5]=[C:4]3[CH:11]=[CH:12][S:13][C:3]=23)[CH2:26][CH2:27]1)([CH3:17])([CH3:15])[CH3:16]. (6) Given the reactants [CH3:1][O:2][C:3](=[O:22])[CH2:4][CH2:5][CH2:6][CH2:7][C:8]1[O:9][CH:10]=[C:11]([C:13]2[CH:18]=[CH:17][CH:16]=[CH:15][C:14]=2[N+:19]([O-])=O)[N:12]=1.[H][H], predict the reaction product. The product is: [CH3:1][O:2][C:3](=[O:22])[CH2:4][CH2:5][CH2:6][CH2:7][C:8]1[O:9][CH:10]=[C:11]([C:13]2[CH:18]=[CH:17][CH:16]=[CH:15][C:14]=2[NH2:19])[N:12]=1. (7) Given the reactants I[C:2]1[N:6]2[N:7]=[C:8]([C:11]3[CH:16]=[CH:15][C:14]([C:17]([N:19]4[CH2:24][CH2:23][O:22][CH2:21][CH2:20]4)=[O:18])=[C:13]([O:25][CH3:26])[CH:12]=3)[CH:9]=[CH:10][C:5]2=[N:4][CH:3]=1.[C:27]([C:29]1[CH:34]=[CH:33][C:32](B(O)O)=[CH:31][CH:30]=1)#[N:28].[O-]P([O-])([O-])=O.[K+].[K+].[K+], predict the reaction product. The product is: [CH3:26][O:25][C:13]1[CH:12]=[C:11]([C:8]2[CH:9]=[CH:10][C:5]3[N:6]([C:2]([C:32]4[CH:33]=[CH:34][C:29]([C:27]#[N:28])=[CH:30][CH:31]=4)=[CH:3][N:4]=3)[N:7]=2)[CH:16]=[CH:15][C:14]=1[C:17]([N:19]1[CH2:24][CH2:23][O:22][CH2:21][CH2:20]1)=[O:18]. (8) The product is: [F:35][C:34]([F:37])([F:36])[C:32]([OH:38])=[O:33].[CH:1]1([CH:6]([N:10]2[CH:14]=[C:13]([C:15]3[C:16]4[CH:23]=[CH:22][NH:21][C:17]=4[N:18]=[CH:19][N:20]=3)[CH:12]=[N:11]2)[CH2:7][C:8]#[CH:9])[CH2:5][CH2:4][CH2:3][CH2:2]1. Given the reactants [CH:1]1([CH:6]([N:10]2[CH:14]=[C:13]([C:15]3[C:16]4[CH:23]=[CH:22][N:21](COCC[Si](C)(C)C)[C:17]=4[N:18]=[CH:19][N:20]=3)[CH:12]=[N:11]2)[CH2:7][C:8]#[CH:9])[CH2:5][CH2:4][CH2:3][CH2:2]1.[C:32]([OH:38])([C:34]([F:37])([F:36])[F:35])=[O:33], predict the reaction product. (9) Given the reactants [CH2:1]([C:5]1[N:6]=[C:7]([CH3:27])[NH:8][C:9](=[O:26])[C:10]=1[CH2:11][C:12]1[CH:17]=[CH:16][C:15]([C:18]2[C:19]([C:24]#[N:25])=[CH:20][CH:21]=[CH:22][CH:23]=2)=[CH:14][CH:13]=1)[CH2:2][CH2:3][CH3:4].C(=O)([O-])[O-].[K+].[K+].Cl.Cl[CH2:36][C:37]1[N:38]=[CH:39][S:40][CH:41]=1.CN(C)C=O, predict the reaction product. The product is: [CH2:1]([C:5]1[N:6]=[C:7]([CH3:27])[N:8]([CH2:36][C:37]2[N:38]=[CH:39][S:40][CH:41]=2)[C:9](=[O:26])[C:10]=1[CH2:11][C:12]1[CH:17]=[CH:16][C:15]([C:18]2[C:19]([C:24]#[N:25])=[CH:20][CH:21]=[CH:22][CH:23]=2)=[CH:14][CH:13]=1)[CH2:2][CH2:3][CH3:4].